Dataset: Catalyst prediction with 721,799 reactions and 888 catalyst types from USPTO. Task: Predict which catalyst facilitates the given reaction. (1) Reactant: [F:1][C:2]1[CH:9]=[CH:8][CH:7]=[C:4]([CH:5]=[O:6])[C:3]=1[OH:10].[CH2:11](Br)[C:12]1[CH:17]=[CH:16][CH:15]=[CH:14][CH:13]=1.C(=O)([O-])[O-].[K+].[K+].Cl. Product: [CH2:11]([O:10][C:3]1[C:2]([F:1])=[CH:9][CH:8]=[CH:7][C:4]=1[CH:5]=[O:6])[C:12]1[CH:17]=[CH:16][CH:15]=[CH:14][CH:13]=1. The catalyst class is: 9. (2) Reactant: [CH3:1][O:2][C:3]1[C:23]2[C:22]([CH3:25])([CH3:24])[N:10]3[CH2:11][CH2:12][C:13]4[C:18]([C:9]3=[CH:8][C:7]=2[CH:6]=[CH:5][C:4]=1[O:26][CH3:27])=[CH:17][C:16]1[O:19][CH2:20][O:21][C:15]=1[CH:14]=4.I[Cl:29]. Product: [Cl:29][C:6]1[C:7]2[CH:8]=[C:9]3[C:18]4[C:13](=[CH:14][C:15]5[O:21][CH2:20][O:19][C:16]=5[CH:17]=4)[CH2:12][CH2:11][N:10]3[C:22]([CH3:24])([CH3:25])[C:23]=2[C:3]([O:2][CH3:1])=[C:4]([O:26][CH3:27])[CH:5]=1. The catalyst class is: 4. (3) Reactant: C([C@@H]1COC(=O)N1[C:14](=[O:28])[C@@H:15]([CH3:27])[C:16]([O:19][Si:20]([C:23]([CH3:26])([CH3:25])[CH3:24])([CH3:22])[CH3:21])([CH3:18])[CH3:17])C1C=CC=CC=1.[OH2:29].[OH-].[Li+].OO. Product: [Si:20]([O:19][C:16]([CH3:17])([CH3:18])[C@H:15]([CH3:27])[C:14]([OH:28])=[O:29])([C:23]([CH3:24])([CH3:25])[CH3:26])([CH3:21])[CH3:22]. The catalyst class is: 765. (4) Reactant: [C:1]([C:3]1[N:7]([CH:8]2[CH2:13][CH2:12][N:11]([C:14]([O:16][C:17]([CH3:20])([CH3:19])[CH3:18])=[O:15])[CH2:10][CH2:9]2)[N:6]=[CH:5][C:4]=1[CH2:21][OH:22])#[N:2].[F:23][C:24]1[CH:25]=[C:26]([CH:30]=[CH:31][C:32]=1O)[C:27]([NH2:29])=[O:28].C1(P(C2C=CC=CC=2)C2C=CC=CC=2)C=CC=CC=1.N(C(OCC)=O)=NC(OCC)=O. Product: [C:27]([C:26]1[CH:30]=[CH:31][C:32]([O:22][CH2:21][C:4]2[CH:5]=[N:6][N:7]([CH:8]3[CH2:13][CH2:12][N:11]([C:14]([O:16][C:17]([CH3:19])([CH3:18])[CH3:20])=[O:15])[CH2:10][CH2:9]3)[C:3]=2[C:1]#[N:2])=[C:24]([F:23])[CH:25]=1)(=[O:28])[NH2:29]. The catalyst class is: 12. (5) Reactant: [C:1]([O:5][C:6]([N:8]1[CH2:12][CH2:11][CH2:10][CH:9]1[C:13]1[NH:14][C:15]([C:18]2[CH:23]=[CH:22][C:21]([C:24]3[CH:29]=[CH:28][C:27](Cl)=[CH:26][C:25]=3[C:31]#[N:32])=[CH:20][CH:19]=2)=[CH:16][N:17]=1)=[O:7])([CH3:4])([CH3:3])[CH3:2].[B:33]1([B:33]2[O:37][C:36]([CH3:39])([CH3:38])[C:35]([CH3:41])([CH3:40])[O:34]2)[O:37][C:36]([CH3:39])([CH3:38])[C:35]([CH3:41])([CH3:40])[O:34]1.CC(C1C=C(C(C)C)C(C2C=CC=CC=2P(C2CCCCC2)C2CCCCC2)=C(C(C)C)C=1)C.C([O-])(=O)C.[K+]. Product: [C:1]([O:5][C:6]([N:8]1[CH2:12][CH2:11][CH2:10][CH:9]1[C:13]1[NH:14][C:15]([C:18]2[CH:23]=[CH:22][C:21]([C:24]3[CH:29]=[CH:28][C:27]([B:33]4[O:37][C:36]([CH3:39])([CH3:38])[C:35]([CH3:41])([CH3:40])[O:34]4)=[CH:26][C:25]=3[C:31]#[N:32])=[CH:20][CH:19]=2)=[CH:16][N:17]=1)=[O:7])([CH3:4])([CH3:3])[CH3:2]. The catalyst class is: 62. (6) Reactant: Br[C:2]1[N:7]=[C:6]([Cl:8])[C:5]2[N:9]=[C:10]([C:14]3[C:15]([NH2:19])=[N:16][O:17][N:18]=3)[N:11]([CH2:12][CH3:13])[C:4]=2[CH:3]=1.Cl.[NH2:21][CH2:22][C:23]1[CH:24]=[C:25](B(O)O)[CH:26]=[CH:27][CH:28]=1.C([O-])([O-])=O.[K+].[K+]. Product: [NH2:21][CH2:22][C:23]1[CH:28]=[C:27]([C:2]2[N:7]=[C:6]([Cl:8])[C:5]3[N:9]=[C:10]([C:14]4[C:15]([NH2:19])=[N:16][O:17][N:18]=4)[N:11]([CH2:12][CH3:13])[C:4]=3[CH:3]=2)[CH:26]=[CH:25][CH:24]=1. The catalyst class is: 70. (7) Reactant: [CH2:1]([N:3]1[CH:7]=[C:6](I)[CH:5]=[N:4]1)[CH3:2].C([Mg]Cl)(C)C.CON(C)[C:17]([C:19]1[O:20][C:21]([CH3:24])=[N:22][N:23]=1)=[O:18]. Product: [CH3:24][C:21]1[O:20][C:19]([C:17]([C:6]2[CH:5]=[N:4][N:3]([CH2:1][CH3:2])[CH:7]=2)=[O:18])=[N:23][N:22]=1. The catalyst class is: 1. (8) The catalyst class is: 2. Product: [CH3:1][O:2][C:3](=[O:27])[CH2:4][C:5]1[CH:6]=[C:7]([C:13]2[CH:18]=[CH:17][C:16]([C:19]([F:21])([F:20])[F:22])=[CH:15][C:14]=2[CH2:23][N:24]([CH2:25][CH3:26])[C:37]([NH:48][CH2:41][C:42]2[CH:47]=[CH:46][CH:45]=[CH:44][CH:43]=2)=[O:38])[C:8]([O:11][CH3:12])=[CH:9][CH:10]=1. Reactant: [CH3:1][O:2][C:3](=[O:27])[CH2:4][C:5]1[CH:6]=[C:7]([C:13]2[CH:18]=[CH:17][C:16]([C:19]([F:22])([F:21])[F:20])=[CH:15][C:14]=2[CH2:23][NH:24][CH2:25][CH3:26])[C:8]([O:11][CH3:12])=[CH:9][CH:10]=1.C(N(C(C)C)CC)(C)C.[C:37](Cl)(Cl)=[O:38].[CH2:41]([NH2:48])[C:42]1[CH:47]=[CH:46][CH:45]=[CH:44][CH:43]=1.C(N(CC)CC)C.